This data is from Full USPTO retrosynthesis dataset with 1.9M reactions from patents (1976-2016). The task is: Predict the reactants needed to synthesize the given product. (1) Given the product [C:1]([C:4]1[CH:21]=[CH:20][C:7]([C:8]([NH:10][C:11]2[CH:16]=[CH:15][C:14]([C:17](=[O:19])[CH3:18])=[CH:13][C:12]=2[N+:34]([O-:36])=[O:35])=[O:9])=[CH:6][CH:5]=1)(=[O:3])[CH3:2], predict the reactants needed to synthesize it. The reactants are: [C:1]([C:4]1[CH:21]=[CH:20][C:7]([C:8]([NH:10][C:11]2[CH:16]=[CH:15][C:14]([C:17](=[O:19])[CH3:18])=[CH:13][CH:12]=2)=[O:9])=[CH:6][CH:5]=1)(=[O:3])[CH3:2].C1N(CCS(O)(=O)=O)CCOC1.[N+:34]([O-])([OH:36])=[O:35]. (2) Given the product [CH2:33]([NH:36][S:2]([C:5]1[CH:10]=[CH:9][C:8]([NH:11][C:12]([N:20]2[CH2:19][CH2:18][C:17]3[C:22](=[C:23]([N:26]4[CH2:27][CH2:28][N:29]([CH3:32])[CH2:30][CH2:31]4)[CH:24]=[CH:25][C:16]=3[O:15][CH3:14])[CH2:21]2)=[O:13])=[CH:7][CH:6]=1)(=[O:4])=[O:3])[CH2:34][CH3:35], predict the reactants needed to synthesize it. The reactants are: Cl[S:2]([C:5]1[CH:10]=[CH:9][C:8]([N:11]=[C:12]=[O:13])=[CH:7][CH:6]=1)(=[O:4])=[O:3].[CH3:14][O:15][C:16]1[CH:25]=[CH:24][C:23]([N:26]2[CH2:31][CH2:30][N:29]([CH3:32])[CH2:28][CH2:27]2)=[C:22]2[C:17]=1[CH2:18][CH2:19][NH:20][CH2:21]2.[CH2:33]([NH2:36])[CH2:34][CH3:35]. (3) Given the product [Cl:8][C:5]1[N:4]=[C:3]([O:9][CH:10]2[CH2:13][N:12]([C:14]3[CH:23]=[CH:22][C:21]4[C:16](=[CH:17][CH:18]=[CH:19][CH:20]=4)[N:15]=3)[CH2:11]2)[C:2]([C:38]2[CH2:43][CH2:42][N:41]([C:44]([O:46][C:47]([CH3:50])([CH3:49])[CH3:48])=[O:45])[CH2:40][CH:39]=2)=[CH:7][N:6]=1, predict the reactants needed to synthesize it. The reactants are: Br[C:2]1[C:3]([O:9][CH:10]2[CH2:13][N:12]([C:14]3[CH:23]=[CH:22][C:21]4[C:16](=[CH:17][CH:18]=[CH:19][CH:20]=4)[N:15]=3)[CH2:11]2)=[N:4][C:5]([Cl:8])=[N:6][CH:7]=1.C([O-])([O-])=O.[Na+].[Na+].CC1(C)C(C)(C)OB([C:38]2[CH2:43][CH2:42][N:41]([C:44]([O:46][C:47]([CH3:50])([CH3:49])[CH3:48])=[O:45])[CH2:40][CH:39]=2)O1. (4) Given the product [F:33][C:2]([F:1])([F:32])[C:3]1[CH:27]=[C:26]([C:28]([F:31])([F:29])[F:30])[CH:25]=[CH:24][C:4]=1[CH2:5][N:6]1[C:14]2[C:9](=[CH:10][C:11]([CH:15]=[C:16]3[S:20][C:19]([N:34]4[CH2:35][CH2:36][CH:37]([NH:40][S:41]([CH3:44])(=[O:42])=[O:43])[CH2:38][CH2:39]4)=[N:18][C:17]3=[O:23])=[CH:12][CH:13]=2)[CH:8]=[N:7]1, predict the reactants needed to synthesize it. The reactants are: [F:1][C:2]([F:33])([F:32])[C:3]1[CH:27]=[C:26]([C:28]([F:31])([F:30])[F:29])[CH:25]=[CH:24][C:4]=1[CH2:5][N:6]1[C:14]2[C:9](=[CH:10][C:11]([CH:15]=[C:16]3[S:20][C:19](SC)=[N:18][C:17]3=[O:23])=[CH:12][CH:13]=2)[CH:8]=[N:7]1.[NH:34]1[CH2:39][CH2:38][CH:37]([NH:40][S:41]([CH3:44])(=[O:43])=[O:42])[CH2:36][CH2:35]1.